From a dataset of Forward reaction prediction with 1.9M reactions from USPTO patents (1976-2016). Predict the product of the given reaction. (1) The product is: [OH:21][CH:16]([C@H:14]1[CH2:15][N:11]([C@@H:9]([C:6]2[CH:7]=[CH:8][C:3]([O:2][CH3:1])=[CH:4][CH:5]=2)[CH3:10])[C:12](=[O:22])[CH2:13]1)[CH2:17][CH3:18]. Given the reactants [CH3:1][O:2][C:3]1[CH:8]=[CH:7][C:6]([C@H:9]([N:11]2[CH2:15][C@H:14]([C:16](=[O:21])[CH2:17][CH2:18]OC)[CH2:13][C:12]2=[O:22])[CH3:10])=[CH:5][CH:4]=1.[BH4-].[Na+], predict the reaction product. (2) Given the reactants I[C:2]1[C:10]2[C:5](=[N:6][CH:7]=[C:8]([C:11]3[CH:12]=[C:13]([N:17]4[CH2:22][CH2:21][N:20]([C:23]([O:25][C:26]([CH3:29])([CH3:28])[CH3:27])=[O:24])[CH2:19][CH2:18]4)[CH:14]=[CH:15][CH:16]=3)[CH:9]=2)[N:4]([S:30]([C:33]2[CH:39]=[CH:38][C:36]([CH3:37])=[CH:35][CH:34]=2)(=[O:32])=[O:31])[CH:3]=1.[F:40][C:41]1[CH:42]=[C:43]([CH:60]=[CH:61][CH:62]=1)[CH2:44][N:45]1[CH:49]=[C:48](C2OC(C)(C)C(C)(C)O2)[C:47]([CH3:59])=[N:46]1.C(=O)([O-])[O-].[Na+].[Na+], predict the reaction product. The product is: [F:40][C:41]1[CH:42]=[C:43]([CH:60]=[CH:61][CH:62]=1)[CH2:44][N:45]1[CH:49]=[C:48]([C:2]2[C:10]3[C:5](=[N:6][CH:7]=[C:8]([C:11]4[CH:12]=[C:13]([N:17]5[CH2:22][CH2:21][N:20]([C:23]([O:25][C:26]([CH3:29])([CH3:28])[CH3:27])=[O:24])[CH2:19][CH2:18]5)[CH:14]=[CH:15][CH:16]=4)[CH:9]=3)[N:4]([S:30]([C:33]3[CH:39]=[CH:38][C:36]([CH3:37])=[CH:35][CH:34]=3)(=[O:32])=[O:31])[CH:3]=2)[C:47]([CH3:59])=[N:46]1. (3) Given the reactants Br[C:2]1[CH:22]=[CH:21][C:5]([C:6]([N:8]2[CH2:13][CH2:12][N:11]([C:14]([O:16][C:17]([CH3:20])([CH3:19])[CH3:18])=[O:15])[CH2:10][CH2:9]2)=[O:7])=[CH:4][CH:3]=1.C([Sn](CCCC)(CCCC)[C:28]1[S:29][C:30]2[CH:36]=[CH:35][CH:34]=[CH:33][C:31]=2[N:32]=1)CCC.[Cl-].[Li+], predict the reaction product. The product is: [S:29]1[C:30]2[CH:36]=[CH:35][CH:34]=[CH:33][C:31]=2[N:32]=[C:28]1[C:2]1[CH:22]=[CH:21][C:5]([C:6]([N:8]2[CH2:13][CH2:12][N:11]([C:14]([O:16][C:17]([CH3:20])([CH3:19])[CH3:18])=[O:15])[CH2:10][CH2:9]2)=[O:7])=[CH:4][CH:3]=1. (4) Given the reactants [CH:1]1([NH:7][C:8]2[C:17]([N+:18]([O-])=O)=[CH:16][C:11]([C:12]([O:14][CH3:15])=[O:13])=[CH:10][N:9]=2)[CH2:6][CH2:5][CH2:4][CH2:3][CH2:2]1.Cl.[OH:22][C:23]1[CH:33]=[CH:32][C:26]([C:27](=N)OCC)=[CH:25][CH:24]=1, predict the reaction product. The product is: [CH:1]1([N:7]2[C:8]3=[N:9][CH:10]=[C:11]([C:12]([O:14][CH3:15])=[O:13])[CH:16]=[C:17]3[N:18]=[C:27]2[C:26]2[CH:32]=[CH:33][C:23]([OH:22])=[CH:24][CH:25]=2)[CH2:6][CH2:5][CH2:4][CH2:3][CH2:2]1.